This data is from Reaction yield outcomes from USPTO patents with 853,638 reactions. The task is: Predict the reaction yield, written as a fraction of the theoretical maximum amount of product (1.0 means a 100% yield; for example, 0.34 means a 34% yield). The reactants are [Cl:1][C:2]1[N:7]=[C:6]([CH2:8][C:9]([C:11]2[CH:12]=[C:13]([NH:17][C:18](=[O:27])[C:19]3[C:24]([F:25])=[CH:23][CH:22]=[CH:21][C:20]=3[F:26])[CH:14]=[CH:15][CH:16]=2)=O)[CH:5]=[CH:4][N:3]=1.C1C(=O)N(Br)C(=O)C1.[C:36](=[S:40])([NH2:39])[CH2:37][CH3:38]. The catalyst is CN(C=O)C.CCOC(C)=O. The product is [Cl:1][C:2]1[N:7]=[C:6]([C:8]2[S:40][C:36]([CH2:37][CH3:38])=[N:39][C:9]=2[C:11]2[CH:12]=[C:13]([NH:17][C:18](=[O:27])[C:19]3[C:24]([F:25])=[CH:23][CH:22]=[CH:21][C:20]=3[F:26])[CH:14]=[CH:15][CH:16]=2)[CH:5]=[CH:4][N:3]=1. The yield is 0.620.